Dataset: Forward reaction prediction with 1.9M reactions from USPTO patents (1976-2016). Task: Predict the product of the given reaction. (1) Given the reactants [CH:1]([NH:3][C:4]1[CH:9]=[C:8]([CH3:10])[CH:7]=[CH:6][C:5]=1[CH2:11][CH2:12][CH:13]([CH3:15])[CH3:14])=[CH2:2].Br[C:17]1[S:18][CH:19]=[C:20]([C:22]([O:24][CH2:25][CH3:26])=[O:23])[N:21]=1.P([O-])([O-])([O-])=O.[K+].[K+].[K+], predict the reaction product. The product is: [CH:1]([N:3]([C:4]1[CH:9]=[C:8]([CH3:10])[CH:7]=[CH:6][C:5]=1[CH2:11][CH2:12][CH:13]([CH3:15])[CH3:14])[C:17]1[S:18][CH:19]=[C:20]([C:22]([O:24][CH2:25][CH3:26])=[O:23])[N:21]=1)=[CH2:2]. (2) Given the reactants [F:1][C:2]([F:31])([F:30])[C:3]([N:5]1[CH:10]2[CH2:11][CH2:12][CH:6]1[CH2:7][C:8](=[C:13]1[C:26]3[CH:25]=[CH:24][CH:23]=[C:22]([C:27]([NH2:29])=[O:28])[C:21]=3[O:20][C:19]3[C:14]1=[CH:15][CH:16]=[CH:17][CH:18]=3)[CH2:9]2)=[O:4].FC(F)(F)C(N1C2CCC1CC(=C1C3C=CC=C(O)C=3OC3C1=CC=CC=3)C2)=[O:35], predict the reaction product. The product is: [CH:10]12[NH:5][CH:6]([CH2:12][CH2:11]1)[CH2:7][C:8](=[C:13]1[C:26]3[CH:25]=[CH:24][CH:23]=[C:22]([C:27]([NH2:29])=[O:28])[C:21]=3[O:20][C:19]3[C:14]1=[CH:15][CH:16]=[CH:17][CH:18]=3)[CH2:9]2.[C:3]([OH:35])([C:2]([F:31])([F:30])[F:1])=[O:4]. (3) Given the reactants S([O-])([O-])(=O)=O.[Mg+2].[NH2:7][C@@H:8]([CH2:11][O:12][CH2:13][C:14]1[CH:19]=[CH:18][CH:17]=[CH:16][CH:15]=1)[CH2:9][OH:10].[CH3:20][C:21]([CH3:35])([CH3:34])[CH2:22][O:23][CH:24]([O:28][CH2:29][C:30]([CH3:33])([CH3:32])[CH3:31])[C:25](=O)[CH3:26].C([BH3-])#N.[Na+].C(O)(=O)C, predict the reaction product. The product is: [CH2:13]([O:12][CH2:11][C@H:8]([NH:7][C@@H:25]([CH3:26])[CH:24]([O:23][CH2:22][C:21]([CH3:35])([CH3:34])[CH3:20])[O:28][CH2:29][C:30]([CH3:33])([CH3:31])[CH3:32])[CH2:9][OH:10])[C:14]1[CH:19]=[CH:18][CH:17]=[CH:16][CH:15]=1. (4) Given the reactants [C:1](Cl)(=[O:10])[C:2]1[CH:7]=[CH:6][C:5]([O:8][CH3:9])=[CH:4][CH:3]=1.[NH2:12][C:13]1[S:17][C:16]([NH:18][C:19]2[N:20]=[CH:21][C:22]3[C:27]([CH:28]=2)=[CH:26][CH:25]=[CH:24][CH:23]=3)=[N:15][C:14]=1[C:29]([NH2:31])=[O:30], predict the reaction product. The product is: [CH:21]1[C:22]2[C:27](=[CH:26][CH:25]=[CH:24][CH:23]=2)[CH:28]=[C:19]([NH:18][C:16]2[S:17][C:13]([NH:12][C:1](=[O:10])[C:2]3[CH:7]=[CH:6][C:5]([O:8][CH3:9])=[CH:4][CH:3]=3)=[C:14]([C:29]([NH2:31])=[O:30])[N:15]=2)[N:20]=1. (5) Given the reactants C[O:2][C:3]1[CH:8]=[CH:7][C:6]([C:9]2[C:10]([CH3:16])([CH3:15])[C:11](=[O:14])[NH:12][N:13]=2)=[CH:5][CH:4]=1.[Cl-].[Al+3].[Cl-].[Cl-].O, predict the reaction product. The product is: [OH:2][C:3]1[CH:4]=[CH:5][C:6]([C:9]2[C:10]([CH3:16])([CH3:15])[C:11](=[O:14])[NH:12][N:13]=2)=[CH:7][CH:8]=1. (6) Given the reactants [NH:1]=[C:2]1[C:6]2([CH2:11][CH2:10][N:9]([C:12]([O:14][C:15]([CH3:18])([CH3:17])[CH3:16])=[O:13])[CH2:8][CH2:7]2)[N:5]([C:19]2[CH:24]=[CH:23][C:22]([I:25])=[CH:21][CH:20]=2)[C:4](=[O:26])[NH:3]1.[CH:27]1(N)[CH2:32][CH2:31][CH2:30][CH2:29][CH2:28]1, predict the reaction product. The product is: [CH:27]1([NH:1][C:2]2[C:6]3([CH2:7][CH2:8][N:9]([C:12]([O:14][C:15]([CH3:18])([CH3:16])[CH3:17])=[O:13])[CH2:10][CH2:11]3)[N:5]([C:19]3[CH:20]=[CH:21][C:22]([I:25])=[CH:23][CH:24]=3)[C:4](=[O:26])[N:3]=2)[CH2:32][CH2:31][CH2:30][CH2:29][CH2:28]1.